This data is from Catalyst prediction with 721,799 reactions and 888 catalyst types from USPTO. The task is: Predict which catalyst facilitates the given reaction. (1) Reactant: [F:1][C:2]([F:16])([CH2:14][CH3:15])[CH2:3][CH2:4][CH2:5][CH:6]=[CH:7][C:8](=[O:13])[C:9]([F:12])([F:11])[CH3:10]. Product: [F:1][C:2]1([F:16])[CH2:14][CH2:15][CH:5]([CH2:6][CH2:7][C:8](=[O:13])[C:9]([F:12])([F:11])[CH3:10])[CH2:4][CH2:3]1. The catalyst class is: 29. (2) Product: [F:1][C:2]1[CH:3]=[CH:4][C:5]([C:8]2[N:9]=[C:10]([C:47]3[CH:52]=[CH:51][CH:50]=[CH:49][CH:48]=3)[N:11]([CH2:25][CH2:26][C@H:27]3[O:32][B:31]([C:33]4[CH:38]=[CH:37][CH:36]=[CH:35][CH:34]=4)[O:30][C@@H:29]([CH2:39][C:40]([O:42][C:43]([CH3:46])([CH3:44])[CH3:45])=[O:41])[CH2:28]3)[C:12]=2[C:13]2[CH:18]=[CH:17][N:16]=[CH:15][N:14]=2)=[CH:6][CH:7]=1. Reactant: [F:1][C:2]1[CH:7]=[CH:6][C:5]([C:8]2[N:9]=[C:10]([C:47]3[CH:52]=[CH:51][CH:50]=[CH:49][CH:48]=3)[N:11]([CH2:25][CH2:26][C@H:27]3[O:32][B:31]([C:33]4[CH:38]=[CH:37][CH:36]=[CH:35][CH:34]=4)[O:30][C@@H:29]([CH2:39][C:40]([O:42][C:43]([CH3:46])([CH3:45])[CH3:44])=[O:41])[CH2:28]3)[C:12]=2[C:13]2[CH:18]=[CH:17][N:16]=[C:15](S(CCC)(=O)=O)[N:14]=2)=[CH:4][CH:3]=1.[BH4-].[Na+].Cl.C(=O)([O-])O.[Na+]. The catalyst class is: 8. (3) Reactant: [O:1]=[C:2]1[C:8]2[C:9]([C:12]([OH:14])=O)=[CH:10][O:11][C:7]=2[CH2:6][CH2:5][CH2:4][NH:3]1.C(N(CC)CC)C.ClC(OCC)=O.[CH3:28][O:29][C:30]1[C:35]([NH2:36])=[CH:34][CH:33]=[C:32]([N:37]2[CH2:42][CH2:41][N:40]([CH3:43])[CH2:39][CH2:38]2)[N:31]=1. The catalyst class is: 47. Product: [CH3:28][O:29][C:30]1[C:35]([NH:36][C:12]([C:9]2[C:8]3[C:2](=[O:1])[NH:3][CH2:4][CH2:5][CH2:6][C:7]=3[O:11][CH:10]=2)=[O:14])=[CH:34][CH:33]=[C:32]([N:37]2[CH2:38][CH2:39][N:40]([CH3:43])[CH2:41][CH2:42]2)[N:31]=1. (4) Product: [NH2:1][C:2]1[N:10]=[C:9]([O:11][CH2:12][CH2:13][CH2:14][CH3:15])[N:8]=[C:7]2[C:3]=1[NH:4][C:5](=[O:20])[N:6]2[CH2:16][CH2:17][CH2:18][NH:21][CH2:22][CH2:23][CH2:24][N:25]1[CH2:30][CH2:29][O:28][CH2:27][CH2:26]1. The catalyst class is: 10. Reactant: [NH2:1][C:2]1[N:10]=[C:9]([O:11][CH2:12][CH2:13][CH2:14][CH3:15])[N:8]=[C:7]2[C:3]=1[NH:4][C:5](=[O:20])[N:6]2[CH2:16][CH2:17][CH2:18]Br.[NH2:21][CH2:22][CH2:23][CH2:24][N:25]1[CH2:30][CH2:29][O:28][CH2:27][CH2:26]1.